From a dataset of Catalyst prediction with 721,799 reactions and 888 catalyst types from USPTO. Predict which catalyst facilitates the given reaction. (1) Reactant: [CH3:1][N+:2]1[C:6]2[CH:7]=[CH:8][CH:9]=[CH:10][C:5]=2[S:4][C:3]=1SC.CC1C=CC(S(O)(=O)=O)=CC=1.[CH2:24]([N:31]1[C:35](=[O:36])[CH2:34][S:33][C:32]1=[S:37])[C:25]1[CH:30]=[CH:29][CH:28]=[CH:27][CH:26]=1.C(#N)C. Product: [CH3:1][N:2]1[C:6]2[CH:7]=[CH:8][CH:9]=[CH:10][C:5]=2[S:4][C:3]1=[C:34]1[S:33][C:32](=[S:37])[N:31]([CH2:24][C:25]2[CH:30]=[CH:29][CH:28]=[CH:27][CH:26]=2)[C:35]1=[O:36]. The catalyst class is: 66. (2) Product: [F:5][C:6]1[CH:14]=[CH:13][C:9]([C:10]([NH:1][C:2](=[S:3])[NH:15][C:16]2[CH:21]=[N:20][CH:19]=[C:18]([C:22]3[S:26][C:25]([C:27]4[CH:28]=[C:29]5[C:33](=[CH:34][CH:35]=4)[C:32](=[O:36])[N:31]([CH3:37])[CH2:30]5)=[CH:24][CH:23]=3)[CH:17]=2)=[O:11])=[CH:8][CH:7]=1. Reactant: [N-:1]=[C:2]=[S:3].[K+].[F:5][C:6]1[CH:14]=[CH:13][C:9]([C:10](Cl)=[O:11])=[CH:8][CH:7]=1.[NH2:15][C:16]1[CH:17]=[C:18]([C:22]2[S:26][C:25]([C:27]3[CH:28]=[C:29]4[C:33](=[CH:34][CH:35]=3)[C:32](=[O:36])[N:31]([CH3:37])[CH2:30]4)=[CH:24][CH:23]=2)[CH:19]=[N:20][CH:21]=1. The catalyst class is: 21. (3) Reactant: [CH3:1][O:2][C:3]([C@@H:5]1[CH2:9][C@@H:8]([OH:10])[CH2:7][N:6]1[C:11]([O:13][CH2:14][C:15]1[CH:20]=[CH:19][CH:18]=[CH:17][CH:16]=1)=[O:12])=[O:4].CCN(C(C)C)C(C)C.[Si:30](Cl)([CH3:33])([CH3:32])[CH3:31].CCOC(C)=O. Product: [CH3:1][O:2][C:3]([C@@H:5]1[CH2:9][C@@H:8]([O:10][Si:30]([CH3:33])([CH3:32])[CH3:31])[CH2:7][N:6]1[C:11]([O:13][CH2:14][C:15]1[CH:20]=[CH:19][CH:18]=[CH:17][CH:16]=1)=[O:12])=[O:4]. The catalyst class is: 1. (4) Reactant: C[O:2][C:3]1[CH:12]=[CH:11][CH:10]=[C:9]2[C:4]=1[CH2:5][CH2:6][C@H:7]([N:13]([CH2:21][CH2:22][CH3:23])[CH2:14][CH2:15][C:16]1[S:17][CH:18]=[CH:19][CH:20]=1)[CH2:8]2.B(Br)(Br)Br.C(=O)(O)[O-].[Na+]. Product: [CH3:23][CH2:22][CH2:21][N:13]([C@@H:7]1[CH2:8][C:9]2[CH:10]=[CH:11][CH:12]=[C:3]([OH:2])[C:4]=2[CH2:5][CH2:6]1)[CH2:14][CH2:15][C:16]1[S:17][CH:18]=[CH:19][CH:20]=1. The catalyst class is: 4. (5) Reactant: [Br:1][C:2]1[CH:7]=[CH:6][C:5](/[C:8](=[N:22]\[O:23][CH2:24][CH3:25])/[CH:9]2[CH2:14][CH2:13][N:12]([C:15]3([CH3:21])[CH2:20][CH2:19][NH:18][CH2:17][CH2:16]3)[CH2:11][CH2:10]2)=[CH:4][CH:3]=1.[CH3:26][N:27]1[C:35]2[C:30](=[CH:31][C:32]([C:36](O)=[O:37])=[CH:33][CH:34]=2)[CH:29]=[CH:28]1.CCN(CC)CC.CN(C(ON1N=NC2C=CC=NC1=2)=[N+](C)C)C.F[P-](F)(F)(F)(F)F. Product: [Br:1][C:2]1[CH:7]=[CH:6][C:5](/[C:8](=[N:22]\[O:23][CH2:24][CH3:25])/[CH:9]2[CH2:10][CH2:11][N:12]([C:15]3([CH3:21])[CH2:20][CH2:19][N:18]([C:36]([C:32]4[CH:31]=[C:30]5[C:35](=[CH:34][CH:33]=4)[N:27]([CH3:26])[CH:28]=[CH:29]5)=[O:37])[CH2:17][CH2:16]3)[CH2:13][CH2:14]2)=[CH:4][CH:3]=1. The catalyst class is: 3.